From a dataset of Antibody developability classification from SAbDab with 2,409 antibodies. Regression/Classification. Given an antibody's heavy chain and light chain sequences, predict its developability. TAP uses regression for 5 developability metrics; SAbDab uses binary classification. (1) The antibody is ['EVQLVQSGAEVKKPGESLKISCKGSGYSFTSYWIGWVRQMPGKGLEWMGVIYPGDSYTRYSPSFQGQVTISADKSISTAYLQWSSLKASDTAMYYCARMPNWGSFDYWGQGTLVTVSS', 'EVVLTQSPGTLSLSPGERATLSCRASQSISSSYLAWYQQKPGQAPRLLIYGASSRATGIPDRFSGSGSGTDFTLTISRLEPEDFAVYYCQQYETFGQGTKVEIK']. Result: 0 (not developable). (2) The antibody is ['QVQLQESGPGLVKPSETLSLTCAVSGGSISDDYYWSWIRQPPGKGLEWIGYIYGSGGGTNYNPSLKNRVTISIDTSKNQFSLKLSSVTAADTAVYYCARGSYNIVVLFGYYFDYWGQGVLVTVSS', 'QSALTQPPSVSKSLGQSVTISCTGTSSDIGGYNGVSWYQQHSGTAPRLLIYEVSKRPSGVSDRFSGSKSGNTASLTISGLQAEDEADYYCGSYRSGSTWVFGGGTRLTVL']. Result: 0 (not developable).